Task: Predict the reactants needed to synthesize the given product.. Dataset: Full USPTO retrosynthesis dataset with 1.9M reactions from patents (1976-2016) (1) Given the product [N:1]1[CH:6]=[CH:5][CH:4]=[N:3][C:2]=1[O:7][C:8]1[CH:9]=[C:10]([CH:11]=[CH:12][CH:13]=1)[CH:14]=[O:15], predict the reactants needed to synthesize it. The reactants are: [N:1]1[CH:6]=[CH:5][CH:4]=[N:3][C:2]=1[O:7][C:8]1[CH:9]=[C:10]([CH2:14][OH:15])[CH:11]=[CH:12][CH:13]=1.CC(OI1(OC(C)=O)(OC(C)=O)OC(=O)C2C=CC=CC1=2)=O. (2) Given the product [CH2:46]([O:48][C:49](=[O:56])/[CH:50]=[C:51](\[CH3:55])/[CH2:52][CH2:53][S:1][C:2]1[N:6]([C:7]2[CH:12]=[CH:11][CH:10]=[CH:9][CH:8]=2)[N:5]=[N:4][N:3]=1)[CH3:47], predict the reactants needed to synthesize it. The reactants are: [SH:1][C:2]1[N:6]([C:7]2[CH:12]=[CH:11][CH:10]=[CH:9][CH:8]=2)[N:5]=[N:4][N:3]=1.C1(P(C2C=CC=CC=2)C2C=CC=CC=2)C=CC=CC=1.N(C(OC(C)C)=O)=NC(OC(C)C)=O.[CH2:46]([O:48][C:49](=[O:56])/[CH:50]=[C:51](\[CH3:55])/[CH2:52][CH2:53]O)[CH3:47].